This data is from Forward reaction prediction with 1.9M reactions from USPTO patents (1976-2016). The task is: Predict the product of the given reaction. The product is: [CH2:24]([O:26][C:27]1[CH:32]=[CH:31][C:30]([C:2]2[CH:3]=[C:4]3[C:8]4=[C:9]([CH2:11][CH2:12][N:7]4[C@H:6]4[CH2:13][CH2:14][N:15]([C:17]([O:19][C:20]([CH3:21])([CH3:22])[CH3:23])=[O:18])[CH2:16][C@@H:5]34)[CH:10]=2)=[C:29]([C:36]([F:37])([F:38])[F:39])[CH:28]=1)[CH3:25]. Given the reactants Br[C:2]1[CH:3]=[C:4]2[C:8]3=[C:9]([CH2:11][CH2:12][N:7]3[C@H:6]3[CH2:13][CH2:14][N:15]([C:17]([O:19][C:20]([CH3:23])([CH3:22])[CH3:21])=[O:18])[CH2:16][C@@H:5]23)[CH:10]=1.[CH2:24]([O:26][C:27]1[CH:32]=[CH:31][C:30](B(O)O)=[C:29]([C:36]([F:39])([F:38])[F:37])[CH:28]=1)[CH3:25], predict the reaction product.